Dataset: Forward reaction prediction with 1.9M reactions from USPTO patents (1976-2016). Task: Predict the product of the given reaction. (1) Given the reactants [OH:1][C:2]1[C:11]([CH:12]2[C:20]3[C:15](=[CH:16][CH:17]=[CH:18][CH:19]=3)[N:14]([CH2:21][C:22]3[CH:27]=[CH:26][C:25]([O:28][CH3:29])=[CH:24][CH:23]=3)[C:13]2=[O:30])=[CH:10][C:5]2[C:6]([CH3:9])=[N:7][O:8][C:4]=2[CH:3]=1.[C:31]1(C(C2C=CC=CC=2)N2C3C(=CC=CC=3)C(C3C=C(C)C(OC)=CC=3O)C2=O)C=CC=CC=1, predict the reaction product. The product is: [CH3:29][O:28][C:25]1[CH:24]=[CH:23][C:22]([CH2:21][N:14]2[C:15]3[C:20](=[CH:19][CH:18]=[CH:17][CH:16]=3)[C:12]3([C:11]4[C:2](=[CH:3][C:4]5[O:8][N:7]=[C:6]([CH3:9])[C:5]=5[CH:10]=4)[O:1][CH2:31]3)[C:13]2=[O:30])=[CH:27][CH:26]=1. (2) Given the reactants [CH3:1][O:2][CH2:3][CH2:4][O:5][C:6]1[CH:7]=[C:8]([C:12]#[CH:13])[CH:9]=[CH:10][CH:11]=1.C(N(CC)CC)C.[NH2:21][C:22]1[C:27](Br)=[CH:26][C:25]([N+:29]([O-:31])=[O:30])=[CH:24][N:23]=1, predict the reaction product. The product is: [CH3:1][O:2][CH2:3][CH2:4][O:5][C:6]1[CH:7]=[C:8]([C:12]#[C:13][C:27]2[C:22]([NH2:21])=[N:23][CH:24]=[C:25]([N+:29]([O-:31])=[O:30])[CH:26]=2)[CH:9]=[CH:10][CH:11]=1.